From a dataset of Catalyst prediction with 721,799 reactions and 888 catalyst types from USPTO. Predict which catalyst facilitates the given reaction. (1) Reactant: C([O:4][C:5]1[C:10]2[CH:11]=[C:12]([CH2:14][CH3:15])[O:13][C:9]=2[CH:8]=[C:7]([C:16]([O:18][CH2:19][CH3:20])=[O:17])[CH:6]=1)(=O)C.C([O-])([O-])=O.[K+].[K+]. Product: [CH2:14]([C:12]1[O:13][C:9]2[CH:8]=[C:7]([C:16]([O:18][CH2:19][CH3:20])=[O:17])[CH:6]=[C:5]([OH:4])[C:10]=2[CH:11]=1)[CH3:15]. The catalyst class is: 8. (2) Reactant: C([NH:9][C:10]([NH:12][C:13]1[CH:18]=[C:17]([CH2:19][NH:20][C:21]2[N:22]=[CH:23][S:24][C:25]=2[C:26]([NH:28][C:29]2[CH:39]=[CH:38][C:32]3[O:33][C:34]([F:37])([F:36])[O:35][C:31]=3[CH:30]=2)=[O:27])[CH:16]=[CH:15][N:14]=1)=[O:11])(=O)C1C=CC=CC=1.C(=O)([O-])[O-].[K+].[K+]. Product: [NH2:9][C:10]([NH:12][C:13]1[CH:18]=[C:17]([CH2:19][NH:20][C:21]2[N:22]=[CH:23][S:24][C:25]=2[C:26]([NH:28][C:29]2[CH:39]=[CH:38][C:32]3[O:33][C:34]([F:36])([F:37])[O:35][C:31]=3[CH:30]=2)=[O:27])[CH:16]=[CH:15][N:14]=1)=[O:11]. The catalyst class is: 8. (3) Reactant: Cl[C:2]1[N:7]=[C:6]([NH:8][C:9]([C:11]2([C:14]3[CH:24]=[CH:23][C:17]4[O:18][C:19]([F:22])([F:21])[O:20][C:16]=4[CH:15]=3)[CH2:13][CH2:12]2)=[O:10])[CH:5]=[CH:4][C:3]=1[CH3:25].CC1(C)C(C)(C)OB([C:34]2[CH:35]=[C:36]([C:40]3([NH:43][C:44](=[O:50])[O:45][C:46]([CH3:49])([CH3:48])[CH3:47])[CH2:42][CH2:41]3)[CH:37]=[CH:38][CH:39]=2)O1.C(=O)([O-])[O-].[K+].[K+]. Product: [F:21][C:19]1([F:22])[O:18][C:17]2[CH:23]=[CH:24][C:14]([C:11]3([C:9]([NH:8][C:6]4[N:7]=[C:2]([C:38]5[CH:37]=[C:36]([C:40]6([NH:43][C:44](=[O:50])[O:45][C:46]([CH3:48])([CH3:47])[CH3:49])[CH2:42][CH2:41]6)[CH:35]=[CH:34][CH:39]=5)[C:3]([CH3:25])=[CH:4][CH:5]=4)=[O:10])[CH2:13][CH2:12]3)=[CH:15][C:16]=2[O:20]1. The catalyst class is: 104. (4) Reactant: [C:1]([NH:4][NH:5][C:6](=[O:29])[C:7]1[CH:12]=[C:11]([Cl:13])[C:10]([NH:14][C:15]2[N:20]=[C:19]([NH:21][CH3:22])[C:18]([C:23]([F:26])([F:25])[F:24])=[CH:17][N:16]=2)=[CH:9][C:8]=1[O:27][CH3:28])(=O)[CH3:2].COC(=NS([N+](CC)(CC)CC)(=O)=O)[O-]. Product: [Cl:13][C:11]1[CH:12]=[C:7]([C:6]2[O:29][C:1]([CH3:2])=[N:4][N:5]=2)[C:8]([O:27][CH3:28])=[CH:9][C:10]=1[NH:14][C:15]1[N:20]=[C:19]([NH:21][CH3:22])[C:18]([C:23]([F:26])([F:25])[F:24])=[CH:17][N:16]=1. The catalyst class is: 1. (5) Reactant: [CH3:1][CH:2]1[CH:6]2[C:7]([NH:9][CH:10]=[C:11]([CH3:12])[CH:5]2[CH2:4][CH2:3]1)=[O:8].I[CH2:14][CH3:15]. Product: [CH2:14]([N:9]1[CH:10]=[C:11]([CH3:12])[C@H:5]2[CH2:4][CH2:3][C@H:2]([CH3:1])[C@H:6]2[C:7]1=[O:8])[CH3:15]. The catalyst class is: 1. (6) Reactant: [F:1][C:2]1[CH:7]=[CH:6][CH:5]=[CH:4][C:3]=1[C:8]1[N:9]=[C:10]([N:13]2[CH2:18][CH2:17][N:16](C(OC(C)(C)C)=O)[CH2:15][CH2:14]2)[S:11][CH:12]=1.Cl. Product: [F:1][C:2]1[CH:7]=[CH:6][CH:5]=[CH:4][C:3]=1[C:8]1[N:9]=[C:10]([N:13]2[CH2:14][CH2:15][NH:16][CH2:17][CH2:18]2)[S:11][CH:12]=1. The catalyst class is: 13.